This data is from NCI-60 drug combinations with 297,098 pairs across 59 cell lines. The task is: Regression. Given two drug SMILES strings and cell line genomic features, predict the synergy score measuring deviation from expected non-interaction effect. (1) Drug 1: CC1C(C(CC(O1)OC2CC(CC3=C2C(=C4C(=C3O)C(=O)C5=C(C4=O)C(=CC=C5)OC)O)(C(=O)C)O)N)O.Cl. Synergy scores: CSS=15.0, Synergy_ZIP=-5.02, Synergy_Bliss=-0.0268, Synergy_Loewe=1.18, Synergy_HSA=2.56. Cell line: HCC-2998. Drug 2: CCC1=C2CN3C(=CC4=C(C3=O)COC(=O)C4(CC)O)C2=NC5=C1C=C(C=C5)O. (2) Drug 1: C1=CC(=CC=C1CC(C(=O)O)N)N(CCCl)CCCl.Cl. Drug 2: CN1C2=C(C=C(C=C2)N(CCCl)CCCl)N=C1CCCC(=O)O.Cl. Cell line: 786-0. Synergy scores: CSS=26.6, Synergy_ZIP=-6.86, Synergy_Bliss=0.295, Synergy_Loewe=-5.81, Synergy_HSA=-0.257. (3) Drug 1: CC1=C2C(C(=O)C3(C(CC4C(C3C(C(C2(C)C)(CC1OC(=O)C(C(C5=CC=CC=C5)NC(=O)OC(C)(C)C)O)O)OC(=O)C6=CC=CC=C6)(CO4)OC(=O)C)OC)C)OC. Drug 2: CCC(=C(C1=CC=CC=C1)C2=CC=C(C=C2)OCCN(C)C)C3=CC=CC=C3.C(C(=O)O)C(CC(=O)O)(C(=O)O)O. Cell line: SK-MEL-5. Synergy scores: CSS=58.9, Synergy_ZIP=19.6, Synergy_Bliss=18.3, Synergy_Loewe=-12.1, Synergy_HSA=14.5. (4) Drug 1: CS(=O)(=O)C1=CC(=C(C=C1)C(=O)NC2=CC(=C(C=C2)Cl)C3=CC=CC=N3)Cl. Drug 2: C1CCN(CC1)CCOC2=CC=C(C=C2)C(=O)C3=C(SC4=C3C=CC(=C4)O)C5=CC=C(C=C5)O. Cell line: NCI/ADR-RES. Synergy scores: CSS=11.0, Synergy_ZIP=-0.803, Synergy_Bliss=4.50, Synergy_Loewe=3.77, Synergy_HSA=3.26.